Dataset: Full USPTO retrosynthesis dataset with 1.9M reactions from patents (1976-2016). Task: Predict the reactants needed to synthesize the given product. Given the product [Cl:23][C:18]1[CH:17]=[C:16]([CH:21]=[C:20]([Cl:22])[CH:19]=1)[CH2:15][NH:14][C:12]([C:10]1[C:9]([OH:24])=[C:8]2[C:3]([CH:4]=[CH:5][CH:6]=[N:7]2)=[C:2]([O:31][C:25]2[CH:30]=[CH:29][CH:28]=[CH:27][CH:26]=2)[N:11]=1)=[O:13], predict the reactants needed to synthesize it. The reactants are: Br[C:2]1[N:11]=[C:10]([C:12]([NH:14][CH2:15][C:16]2[CH:21]=[C:20]([Cl:22])[CH:19]=[C:18]([Cl:23])[CH:17]=2)=[O:13])[C:9]([OH:24])=[C:8]2[C:3]=1[CH:4]=[CH:5][CH:6]=[N:7]2.[C:25]1([OH:31])[CH:30]=[CH:29][CH:28]=[CH:27][CH:26]=1.C(=O)([O-])[O-].[Cs+].[Cs+].C([O-])([O-])=O.[Na+].[Na+].